From a dataset of Forward reaction prediction with 1.9M reactions from USPTO patents (1976-2016). Predict the product of the given reaction. (1) Given the reactants [O:1]1[C:5]2[CH:6]=[CH:7][C:8]([CH2:10][O:11][C:12]3[CH:20]=[CH:19][CH:18]=[C:14]([C:15]([OH:17])=O)[C:13]=3[C:21]([OH:23])=O)=[CH:9][C:4]=2[O:3][CH2:2]1.Cl.[NH2:25][CH:26]1[CH2:32][CH2:31][C:30](=[O:33])[NH:29][C:27]1=[O:28], predict the reaction product. The product is: [O:1]1[C:5]2[CH:6]=[CH:7][C:8]([CH2:10][O:11][C:12]3[CH:20]=[CH:19][CH:18]=[C:14]4[C:13]=3[C:21](=[O:23])[N:25]([CH:26]3[CH2:32][CH2:31][C:30](=[O:33])[NH:29][C:27]3=[O:28])[C:15]4=[O:17])=[CH:9][C:4]=2[O:3][CH2:2]1. (2) Given the reactants [OH:1][C@H:2]1[C@H:6]([CH2:7][NH:8][C:9]([O:11][CH2:12][C:13]2[CH:18]=[CH:17][CH:16]=[CH:15][CH:14]=2)=[O:10])[CH2:5][N:4](C(OC(C)(C)C)=O)[CH2:3]1.C(O)(C(F)(F)F)=O.CC[NH+](CC)CC.CC[NH+](CC)CC.C([O-])([O-])=O, predict the reaction product. The product is: [OH:1][C@@H:2]1[CH2:3][NH:4][CH2:5][C@H:6]1[CH2:7][NH:8][C:9](=[O:10])[O:11][CH2:12][C:13]1[CH:18]=[CH:17][CH:16]=[CH:15][CH:14]=1.